This data is from NCI-60 drug combinations with 297,098 pairs across 59 cell lines. The task is: Regression. Given two drug SMILES strings and cell line genomic features, predict the synergy score measuring deviation from expected non-interaction effect. Drug 1: C1=CN(C=N1)CC(O)(P(=O)(O)O)P(=O)(O)O. Synergy scores: CSS=-7.64, Synergy_ZIP=-1.95, Synergy_Bliss=-7.90, Synergy_Loewe=-10.1, Synergy_HSA=-10.1. Drug 2: C#CCC(CC1=CN=C2C(=N1)C(=NC(=N2)N)N)C3=CC=C(C=C3)C(=O)NC(CCC(=O)O)C(=O)O. Cell line: NCI/ADR-RES.